This data is from Forward reaction prediction with 1.9M reactions from USPTO patents (1976-2016). The task is: Predict the product of the given reaction. Given the reactants [Cl:1][C:2]1[CH:7]=[CH:6][C:5]([C:8]2[N:9](S(C3C=CC=CC=3)(=O)=O)[CH:10]=[C:11]([C:13]([C:15]3[CH:20]=[C:19]([O:21][CH3:22])[C:18]([O:23][CH3:24])=[C:17]([O:25][CH3:26])[CH:16]=3)=[O:14])[N:12]=2)=[CH:4][CH:3]=1.[F-].C([N+](CCCC)(CCCC)CCCC)CCC.C([O-])(O)=O.[Na+], predict the reaction product. The product is: [Cl:1][C:2]1[CH:3]=[CH:4][C:5]([C:8]2[NH:9][CH:10]=[C:11]([C:13]([C:15]3[CH:16]=[C:17]([O:25][CH3:26])[C:18]([O:23][CH3:24])=[C:19]([O:21][CH3:22])[CH:20]=3)=[O:14])[N:12]=2)=[CH:6][CH:7]=1.